From a dataset of Reaction yield outcomes from USPTO patents with 853,638 reactions. Predict the reaction yield, written as a fraction of the theoretical maximum amount of product (1.0 means a 100% yield; for example, 0.34 means a 34% yield). (1) The reactants are [CH2:1]([O:3][C:4]([N:6]1[CH2:11][CH2:10][C:9]([C:13]2[CH:18]=[CH:17][C:16]([O:19]CC3C=CC=CC=3)=[CH:15][C:14]=2[O:27]CC2C=CC=CC=2)(O)[CH2:8][CH2:7]1)=[O:5])[CH3:2]. The catalyst is CO.[Pd]. The product is [CH2:1]([O:3][C:4]([N:6]1[CH2:7][CH2:8][CH:9]([C:13]2[CH:18]=[CH:17][C:16]([OH:19])=[CH:15][C:14]=2[OH:27])[CH2:10][CH2:11]1)=[O:5])[CH3:2]. The yield is 0.860. (2) The reactants are Br[C:2]([CH3:9])([CH3:8])[C:3]([O:5][CH2:6][CH3:7])=[O:4].[NH2:10][C:11]1[N:12]([C:17]2[C:26]3[C:21](=[CH:22][CH:23]=[CH:24][CH:25]=3)[C:20]([CH:27]3[CH2:29][CH2:28]3)=[CH:19][CH:18]=2)[C:13]([SH:16])=[N:14][N:15]=1.[I-].[K+]. The catalyst is CN(C=O)C. The product is [NH2:10][C:11]1[N:12]([C:17]2[C:26]3[C:21](=[CH:22][CH:23]=[CH:24][CH:25]=3)[C:20]([CH:27]3[CH2:29][CH2:28]3)=[CH:19][CH:18]=2)[C:13]([S:16][C:2]([CH3:9])([CH3:8])[C:3]([O:5][CH2:6][CH3:7])=[O:4])=[N:14][N:15]=1. The yield is 0.270. (3) The reactants are [C:1]([C:4]1[CH:5]=[CH:6][C:7]([F:14])=[C:8]([NH:10][C:11](=[O:13])[CH3:12])[CH:9]=1)(=[O:3])[CH3:2].CO[CH:17](OC)[N:18]([CH3:20])[CH3:19]. No catalyst specified. The product is [CH3:17][N:18]([CH3:20])[CH:19]=[CH:2][C:1]([C:4]1[CH:5]=[CH:6][C:7]([F:14])=[C:8]([NH:10][C:11](=[O:13])[CH3:12])[CH:9]=1)=[O:3]. The yield is 0.786. (4) The reactants are [Cl:1][C:2]1[CH:7]=[CH:6][N:5]=[C:4]([C:8]([OH:10])=O)[CH:3]=1.[CH:11]1([N:14]2[C:18]([C:19]3[N:24]=[C:23]([NH2:25])[CH:22]=[CH:21][CH:20]=3)=[CH:17][N:16]=[CH:15]2)[CH2:13][CH2:12]1.F[P-](F)(F)(F)(F)F.N1(OC(N(C)C)=[N+](C)C)C2N=CC=CC=2N=N1.CN1CCOCC1. The catalyst is CN(C)C=O. The product is [Cl:1][C:2]1[CH:7]=[CH:6][N:5]=[C:4]([C:8]([NH:25][C:23]2[CH:22]=[CH:21][CH:20]=[C:19]([C:18]3[N:14]([CH:11]4[CH2:13][CH2:12]4)[CH:15]=[N:16][CH:17]=3)[N:24]=2)=[O:10])[CH:3]=1. The yield is 0.470. (5) The product is [NH2:20][C@@H:17]([CH2:18][CH3:19])[C:16]([N:15]([CH2:8][C:9]1[CH:10]=[CH:11][CH:12]=[CH:13][CH:14]=1)[CH2:29][CH2:30][OH:31])=[O:28]. The yield is 0.870. The reactants are C(O)(C(F)(F)F)=O.[CH2:8]([N:15]([CH2:29][CH2:30][OH:31])[C:16](=[O:28])[C@@H:17]([NH:20]C(=O)OC(C)(C)C)[CH2:18][CH3:19])[C:9]1[CH:14]=[CH:13][CH:12]=[CH:11][CH:10]=1. The catalyst is C(Cl)Cl. (6) The reactants are [C:1]([OH:13])(=[O:12])[CH2:2][NH:3][C:4]([C:6]1[CH:11]=[CH:10][CH:9]=[CH:8][CH:7]=1)=[O:5].[CH2:14]([CH:16]([CH2:19][CH2:20][CH2:21][CH3:22])[CH2:17]O)[CH3:15].S(=O)(=O)(O)O. The catalyst is C1(C)C=CC=CC=1. The product is [CH2:14]([CH:16]([CH2:19][CH2:20][CH2:21][CH3:22])[CH2:17][O:12][C:1](=[O:13])[CH2:2][NH:3][C:4](=[O:5])[C:6]1[CH:7]=[CH:8][CH:9]=[CH:10][CH:11]=1)[CH3:15]. The yield is 0.870.